From a dataset of Catalyst prediction with 721,799 reactions and 888 catalyst types from USPTO. Predict which catalyst facilitates the given reaction. (1) Reactant: CC1C=CC(S(O[CH2:12][C@@H:13]2[CH2:18][CH2:17][CH2:16][CH2:15][C@H:14]2[NH:19][S:20]([CH2:23][CH3:24])(=[O:22])=[O:21])(=O)=O)=CC=1.[CH3:25][CH:26]([C:28]1[CH:33]=[CH:32][C:31]([SH:34])=[CH:30][CH:29]=1)[CH3:27].CC([O-])(C)C.[K+]. Product: [CH3:25][CH:26]([C:28]1[CH:33]=[CH:32][C:31]([S:34][CH2:12][C@@H:13]2[CH2:18][CH2:17][CH2:16][CH2:15][C@H:14]2[NH:19][S:20]([CH2:23][CH3:24])(=[O:21])=[O:22])=[CH:30][CH:29]=1)[CH3:27]. The catalyst class is: 197. (2) Reactant: [F:1][C:2]([F:28])([F:27])[C:3]1[N:8]=[CH:7][C:6]([C@H:9]([NH:12][C:13]([C:15]2[CH:16]=[C:17]([C:24](O)=[O:25])[N:18]3[CH2:23][CH2:22][O:21][CH2:20][C:19]=23)=[O:14])[CH2:10][CH3:11])=[CH:5][CH:4]=1.ON1C2C=CC=CC=2N=N1.Cl.C(N=C=NCCCN(C)C)C.[F:51][C:52]([F:59])([F:58])[C@H:53]1[CH2:57][CH2:56][CH2:55][NH:54]1.C(N(CC)CC)C. Product: [F:28][C:2]([F:27])([F:1])[C:3]1[N:8]=[CH:7][C:6]([C@H:9]([NH:12][C:13]([C:15]2[CH:16]=[C:17]([C:24]([N:54]3[CH2:55][CH2:56][CH2:57][C@@H:53]3[C:52]([F:59])([F:58])[F:51])=[O:25])[N:18]3[CH2:23][CH2:22][O:21][CH2:20][C:19]=23)=[O:14])[CH2:10][CH3:11])=[CH:5][CH:4]=1. The catalyst class is: 35. (3) Reactant: [CH:1]1([NH:7][C:8]2[CH:13]=[CH:12][C:11]([CH2:14][OH:15])=[CH:10][C:9]=2[N+:16]([O-])=O)[CH2:6][CH2:5][CH2:4][CH2:3][CH2:2]1.C(O)C. Product: [NH2:16][C:9]1[CH:10]=[C:11]([CH2:14][OH:15])[CH:12]=[CH:13][C:8]=1[NH:7][CH:1]1[CH2:6][CH2:5][CH2:4][CH2:3][CH2:2]1. The catalyst class is: 45. (4) Reactant: C([Zn]CC)C.[C:6]1([C:12]#[CH:13])[CH:11]=[CH:10][CH:9]=[CH:8][CH:7]=1.[CH:14](=[O:21])[C:15]1[CH:20]=[CH:19][CH:18]=[CH:17][CH:16]=1. Product: [C:15]1([C@H:14]([OH:21])[C:13]#[C:12][C:6]2[CH:11]=[CH:10][CH:9]=[CH:8][CH:7]=2)[CH:20]=[CH:19][CH:18]=[CH:17][CH:16]=1. The catalyst class is: 11. (5) Reactant: Br[C:2]1[CH:3]=[C:4]([N:8]2[C:16]3[CH:15]=[CH:14][C:13]([CH3:17])=[CH:12][C:11]=3[C:10]3[CH2:18][N:19]([CH3:22])[CH2:20][CH2:21][C:9]2=3)[CH:5]=[CH:6][CH:7]=1.Cl.[NH:24]1[C:32]2[CH:31]=[CH:30][CH:29]=[C:28](B(O)O)[C:27]=2[CH:26]=[N:25]1.C([O-])([O-])=O.[K+].[K+].O. Product: [NH:24]1[C:32]2[C:27](=[C:28]([C:2]3[CH:3]=[C:4]([N:8]4[C:16]5[CH:15]=[CH:14][C:13]([CH3:17])=[CH:12][C:11]=5[C:10]5[CH2:18][N:19]([CH3:22])[CH2:20][CH2:21][C:9]4=5)[CH:5]=[CH:6][CH:7]=3)[CH:29]=[CH:30][CH:31]=2)[CH:26]=[N:25]1. The catalyst class is: 104. (6) Reactant: Cl[CH2:2][CH2:3][O:4][C:5]1[CH:6]=[C:7]([CH:12]=[CH:13][CH:14]=1)[C:8]([O:10][CH3:11])=[O:9].CC(C)([O-])C.[K+]. Product: [CH:3]([O:4][C:5]1[CH:6]=[C:7]([CH:12]=[CH:13][CH:14]=1)[C:8]([O:10][CH3:11])=[O:9])=[CH2:2]. The catalyst class is: 1. (7) Reactant: [CH3:1][O:2][C:3](=[O:25])[C@H:4]([NH:14][C:15]([O:17][CH2:18][C:19]1[CH:24]=[CH:23][CH:22]=[CH:21][CH:20]=1)=[O:16])[CH2:5][C:6]1[CH:11]=[CH:10][C:9]([NH2:12])=[C:8]([NH2:13])[CH:7]=1.[C:26](O)(=O)[CH3:27].O.C(=O)(O)[O-].[Na+]. Product: [CH3:1][O:2][C:3](=[O:25])[C@H:4]([NH:14][C:15]([O:17][CH2:18][C:19]1[CH:24]=[CH:23][CH:22]=[CH:21][CH:20]=1)=[O:16])[CH2:5][C:6]1[CH:11]=[CH:10][C:9]2[NH:12][C:26]([CH3:27])=[N:13][C:8]=2[CH:7]=1. The catalyst class is: 15.